This data is from Reaction yield outcomes from USPTO patents with 853,638 reactions. The task is: Predict the reaction yield, written as a fraction of the theoretical maximum amount of product (1.0 means a 100% yield; for example, 0.34 means a 34% yield). (1) The reactants are Br[C:2]1[CH:50]=[CH:49][C:5]([C:6]([O:8][C:9]2[CH:14]=[CH:13][C:12]([CH2:15][N:16]([CH2:41][C:42]([O:44]C(C)(C)C)=[O:43])[C:17](=[O:40])[C:18]3[CH:23]=[CH:22][C:21]([NH:24][C:25](=[O:39])[CH2:26][C:27]4[CH:32]=[CH:31][C:30]([O:33][CH3:34])=[CH:29][C:28]=4[C:35]([F:38])([F:37])[F:36])=[CH:20][CH:19]=3)=[CH:11][CH:10]=2)=[O:7])=[CH:4][CH:3]=1.C([O-])([O-])=O.[Na+].[Na+].[Cl:57][C:58]1[CH:63]=[CH:62][C:61](B(O)O)=[CH:60][CH:59]=1.C(#N)C. The catalyst is C1C=CC(P(C2C=CC=CC=2)[C-]2C=CC=C2)=CC=1.C1C=CC(P(C2C=CC=CC=2)[C-]2C=CC=C2)=CC=1.Cl[Pd]Cl.[Fe+2].O. The product is [Cl:57][C:58]1[CH:63]=[CH:62][C:61]([C:2]2[CH:3]=[CH:4][C:5]([C:6]([O:8][C:9]3[CH:10]=[CH:11][C:12]([CH2:15][N:16]([CH2:41][C:42]([OH:44])=[O:43])[C:17](=[O:40])[C:18]4[CH:19]=[CH:20][C:21]([NH:24][C:25](=[O:39])[CH2:26][C:27]5[CH:32]=[CH:31][C:30]([O:33][CH3:34])=[CH:29][C:28]=5[C:35]([F:37])([F:38])[F:36])=[CH:22][CH:23]=4)=[CH:13][CH:14]=3)=[O:7])=[CH:49][CH:50]=2)=[CH:60][CH:59]=1. The yield is 0.310. (2) The reactants are Cl.[OH:2][C@H:3]1[CH2:7][NH:6][C@H:5]([C:8]([NH:10][CH2:11][C:12]2[CH:17]=[CH:16][C:15]([C:18]3[S:22][CH:21]=[N:20][C:19]=3[CH3:23])=[CH:14][C:13]=2[OH:24])=[O:9])[CH2:4]1.[CH3:25][CH:26]([CH3:41])[C@H:27]([N:31]1[CH2:39][C:38]2[C:33](=[CH:34][CH:35]=[CH:36][CH:37]=2)[C:32]1=[O:40])[C:28](O)=[O:29].CCN(C(C)C)C(C)C.CN(C(ON1N=NC2C=CC=NC1=2)=[N+](C)C)C.F[P-](F)(F)(F)(F)F. The catalyst is CN(C=O)C. The product is [OH:2][C@H:3]1[CH2:7][N:6]([C:28](=[O:29])[C@@H:27]([N:31]2[CH2:39][C:38]3[C:33](=[CH:34][CH:35]=[CH:36][CH:37]=3)[C:32]2=[O:40])[CH:26]([CH3:41])[CH3:25])[C@H:5]([C:8]([NH:10][CH2:11][C:12]2[CH:17]=[CH:16][C:15]([C:18]3[S:22][CH:21]=[N:20][C:19]=3[CH3:23])=[CH:14][C:13]=2[OH:24])=[O:9])[CH2:4]1. The yield is 0.650.